From a dataset of Forward reaction prediction with 1.9M reactions from USPTO patents (1976-2016). Predict the product of the given reaction. Given the reactants [Cl:1][C:2]1[CH:7]=[C:6]([Cl:8])[CH:5]=[CH:4][C:3]=1[CH:9]1[CH2:12][CH2:11][C:10]1([NH:23][CH:24]=[O:25])S(C1C=CC(C)=CC=1)(=O)=O.CC(C)([O-])C.[Na+].CCOC(C)=O.O, predict the reaction product. The product is: [Cl:1][C:2]1[CH:7]=[C:6]([Cl:8])[CH:5]=[CH:4][C:3]=1[C:9]1[CH2:12][CH2:11][C:10]=1[NH:23][CH:24]=[O:25].